Dataset: Catalyst prediction with 721,799 reactions and 888 catalyst types from USPTO. Task: Predict which catalyst facilitates the given reaction. (1) Reactant: [NH2:1][C:2]1[N:3]=[CH:4][C:5]2[C:10]3[CH:11]=[CH:12][C:13]([OH:15])=[N:14][C:9]=3[N:8]([CH:16]3[CH2:20][CH2:19][CH2:18][CH2:17]3)[C:6]=2[N:7]=1.[H-].[Na+].IC.[C:25]([O-])([O-])=O.[K+].[K+]. Product: [NH2:1][C:2]1[N:3]=[CH:4][C:5]2[C:10]3[CH:11]=[CH:12][C:13](=[O:15])[N:14]([CH3:25])[C:9]=3[N:8]([CH:16]3[CH2:20][CH2:19][CH2:18][CH2:17]3)[C:6]=2[N:7]=1. The catalyst class is: 18. (2) Reactant: [OH:1][C:2]1[CH:3]=[C:4]2[C:8](=[CH:9][CH:10]=1)[NH:7][CH:6]=[CH:5]2.N1C=CN=C1.[CH3:16][C:17]([Si:20](Cl)([CH3:22])[CH3:21])([CH3:19])[CH3:18]. Product: [Si:20]([O:1][C:2]1[CH:3]=[C:4]2[C:8](=[CH:9][CH:10]=1)[NH:7][CH:6]=[CH:5]2)([C:17]([CH3:19])([CH3:18])[CH3:16])([CH3:22])[CH3:21]. The catalyst class is: 3. (3) Reactant: [CH2:1]([O:3][C:4](=[O:47])[C:5]1[CH:10]=[CH:9][CH:8]=[CH:7][C:6]=1[C:11]1[C:20]2[CH2:21][N:22]([CH2:25][C:26]3[CH:31]=[CH:30][C:29]([F:32])=[CH:28][CH:27]=3)[C:23](=[O:24])[C:19]=2[C:18]([O:33]C(C2C=CC=CC=2)C2C=CC=CC=2)=[C:17]2[C:12]=1[CH:13]=[CH:14][CH:15]=[N:16]2)[CH3:2].FC(F)(F)C(O)=O.C([SiH](CC)CC)C. Product: [CH2:1]([O:3][C:4](=[O:47])[C:5]1[CH:10]=[CH:9][CH:8]=[CH:7][C:6]=1[C:11]1[C:20]2[CH2:21][N:22]([CH2:25][C:26]3[CH:27]=[CH:28][C:29]([F:32])=[CH:30][CH:31]=3)[C:23](=[O:24])[C:19]=2[C:18]([OH:33])=[C:17]2[C:12]=1[CH:13]=[CH:14][CH:15]=[N:16]2)[CH3:2]. The catalyst class is: 4. (4) Product: [F:2][C:3]1[C:8]([F:9])=[C:7]([F:10])[CH:6]=[CH:5][C:4]=1[N:11]1[C:23]([CH3:25])=[C:17]([C:18]([OH:20])=[O:19])[CH:16]=[N:12]1. Reactant: Cl.[F:2][C:3]1[C:8]([F:9])=[C:7]([F:10])[CH:6]=[CH:5][C:4]=1[NH:11][NH2:12].C(O[CH:16]=[C:17]([C:23]([CH3:25])=O)[C:18]([O:20]CC)=[O:19])C.[OH-].[Na+]. The catalyst class is: 8.